Dataset: Forward reaction prediction with 1.9M reactions from USPTO patents (1976-2016). Task: Predict the product of the given reaction. (1) Given the reactants [O:1]=[C:2]1[C:6]2([CH2:11][CH2:10][N:9]([CH2:12][CH2:13][CH2:14][N:15]3[C:19]4[CH:20]=[CH:21][CH:22]=[CH:23][C:18]=4[S:17][C:16]3=[O:24])[CH2:8][CH2:7]2)[N:5]([C:25]2[CH:30]=[CH:29][CH:28]=[CH:27][CH:26]=2)[CH2:4][N:3]1[CH2:31][C:32]1[CH:33]=[C:34]([CH:39]=[CH:40][CH:41]=1)[C:35]([O:37]C)=[O:36].O.[OH-].[Li+], predict the reaction product. The product is: [O:1]=[C:2]1[C:6]2([CH2:7][CH2:8][N:9]([CH2:12][CH2:13][CH2:14][N:15]3[C:19]4[CH:20]=[CH:21][CH:22]=[CH:23][C:18]=4[S:17][C:16]3=[O:24])[CH2:10][CH2:11]2)[N:5]([C:25]2[CH:30]=[CH:29][CH:28]=[CH:27][CH:26]=2)[CH2:4][N:3]1[CH2:31][C:32]1[CH:33]=[C:34]([CH:39]=[CH:40][CH:41]=1)[C:35]([OH:37])=[O:36]. (2) Given the reactants [C:1]([O:5][C:6]([N:8]1[C@H:17]([C:18](O)=[O:19])[CH2:16][C:15]2[CH:14]=[C:13]3[O:21][CH2:22][C@H:23]([C:25]4[CH:30]=[CH:29][C:28]([O:31][CH2:32][CH:33]5[CH2:38][CH2:37][CH2:36][CH2:35][CH2:34]5)=[CH:27][CH:26]=4)[O:24][C:12]3=[CH:11][C:10]=2[CH2:9]1)=[O:7])([CH3:4])([CH3:3])[CH3:2].Cl.Cl.[CH3:41][O:42][C:43](=[O:62])[C@@H:44]([NH2:61])[CH2:45][C:46]1[CH:51]=[CH:50][C:49]([O:52][C:53]2[CH:58]=[CH:57][N:56]=[C:55]([CH3:59])[C:54]=2[CH3:60])=[CH:48][CH:47]=1, predict the reaction product. The product is: [C:1]([O:5][C:6]([N:8]1[C@H:17]([C:18](=[O:19])[NH:61][C@H:44]([C:43]([O:42][CH3:41])=[O:62])[CH2:45][C:46]2[CH:47]=[CH:48][C:49]([O:52][C:53]3[CH:58]=[CH:57][N:56]=[C:55]([CH3:59])[C:54]=3[CH3:60])=[CH:50][CH:51]=2)[CH2:16][C:15]2[CH:14]=[C:13]3[O:21][CH2:22][C@H:23]([C:25]4[CH:30]=[CH:29][C:28]([O:31][CH2:32][CH:33]5[CH2:38][CH2:37][CH2:36][CH2:35][CH2:34]5)=[CH:27][CH:26]=4)[O:24][C:12]3=[CH:11][C:10]=2[CH2:9]1)=[O:7])([CH3:4])([CH3:2])[CH3:3]. (3) Given the reactants [Al:1].[Mg:2].[S:3]([OH:13])(=[O:12])([C:5]1[CH:10]=[CH:9][C:8]([NH2:11])=[CH:7][CH:6]=1)=[O:4], predict the reaction product. The product is: [S:3]([O-:13])(=[O:12])([C:5]1[CH:6]=[CH:7][C:8]([NH2:11])=[CH:9][CH:10]=1)=[O:4].[Al+3:1].[Mg+2:2].[S:3]([O-:13])(=[O:12])([C:5]1[CH:6]=[CH:7][C:8]([NH2:11])=[CH:9][CH:10]=1)=[O:4].[S:3]([O-:13])(=[O:12])([C:5]1[CH:6]=[CH:7][C:8]([NH2:11])=[CH:9][CH:10]=1)=[O:4].[S:3]([O-:13])(=[O:12])([C:5]1[CH:6]=[CH:7][C:8]([NH2:11])=[CH:9][CH:10]=1)=[O:4].[S:3]([O-:13])(=[O:12])([C:5]1[CH:6]=[CH:7][C:8]([NH2:11])=[CH:9][CH:10]=1)=[O:4]. (4) The product is: [CH3:16][C:15]1[CH:14]=[C:13]([C:17]2[N:21]=[C:20]([C:22]3[S:29][C:28]([CH3:30])=[C:27]4[C:23]=3[CH2:24][C@H:25]3[C:31]([CH3:32])([CH3:33])[C@H:26]34)[O:19][N:18]=2)[CH:12]=[C:11]([CH3:34])[C:10]=1[O:9][CH2:8][CH:5]([CH2:4][OH:3])[CH2:6][OH:7]. Given the reactants CC1(C)[O:7][CH2:6][CH:5]([CH2:8][O:9][C:10]2[C:15]([CH3:16])=[CH:14][C:13]([C:17]3[N:21]=[C:20]([C:22]4[S:29][C:28]([CH3:30])=[C:27]5[C:23]=4[CH2:24][C@H:25]4[C:31]([CH3:33])([CH3:32])[C@H:26]45)[O:19][N:18]=3)=[CH:12][C:11]=2[CH3:34])[CH2:4][O:3]1.Cl.C(NCC)C, predict the reaction product. (5) Given the reactants [CH3:1][C:2]1([CH3:19])[CH2:18][N:6]2[C:7](=[O:17])[CH:8]=[C:9]([N:11]3[CH2:16][CH2:15][O:14][CH2:13][CH2:12]3)[N:10]=[C:5]2[NH:4][CH2:3]1.[H-].[Na+].CS(O[CH2:27][CH2:28][O:29][CH3:30])(=O)=O, predict the reaction product. The product is: [CH3:30][O:29][CH2:28][CH2:27][N:4]1[C:5]2=[N:10][C:9]([N:11]3[CH2:16][CH2:15][O:14][CH2:13][CH2:12]3)=[CH:8][C:7](=[O:17])[N:6]2[CH2:18][C:2]([CH3:19])([CH3:1])[CH2:3]1.